Dataset: Peptide-MHC class II binding affinity with 134,281 pairs from IEDB. Task: Regression. Given a peptide amino acid sequence and an MHC pseudo amino acid sequence, predict their binding affinity value. This is MHC class II binding data. (1) The peptide sequence is LESDMIIPKSLAGPI. The MHC is DRB1_0301 with pseudo-sequence DRB1_0301. The binding affinity (normalized) is 0.168. (2) The peptide sequence is GRLLRGHNQFAYDGK. The MHC is DRB1_1101 with pseudo-sequence DRB1_1101. The binding affinity (normalized) is 0.149. (3) The peptide sequence is VIPEWCCRSCTMPPV. The MHC is HLA-DQA10102-DQB10501 with pseudo-sequence HLA-DQA10102-DQB10501. The binding affinity (normalized) is 0.414. (4) The peptide sequence is GELQIVDKIDAAFKP. The MHC is DRB1_0401 with pseudo-sequence DRB1_0401. The binding affinity (normalized) is 0.233. (5) The peptide sequence is YDEPMTPGQCNMVVE. The MHC is DRB1_1001 with pseudo-sequence DRB1_1001. The binding affinity (normalized) is 0.356. (6) The peptide sequence is AAATAGTTVYGAFLA. The MHC is HLA-DQA10401-DQB10402 with pseudo-sequence HLA-DQA10401-DQB10402. The binding affinity (normalized) is 0.412. (7) The peptide sequence is IPTAFKIGKTYTPEE. The MHC is HLA-DPA10301-DPB10402 with pseudo-sequence HLA-DPA10301-DPB10402. The binding affinity (normalized) is 0.169.